This data is from Forward reaction prediction with 1.9M reactions from USPTO patents (1976-2016). The task is: Predict the product of the given reaction. (1) Given the reactants [CH3:1][N:2]([CH3:21])[C:3]1[CH:8]=[CH:7][C:6]([C:9]2[O:10][C:11]3[C:12](=[C:14]([C:18](O)=[O:19])[CH:15]=[CH:16][CH:17]=3)[N:13]=2)=[CH:5][CH:4]=1.Cl.Cl.[NH2:24][CH:25]1[CH2:32][CH:31]2[N:33]([CH3:34])[CH:27]([CH2:28][CH2:29][CH2:30]2)[CH2:26]1.Cl.C(N=C=NCCCN(C)C)C.ON1C2C=CC=CC=2N=N1.CCN(C(C)C)C(C)C, predict the reaction product. The product is: [CH3:34][N:33]1[CH:27]2[CH2:28][CH2:29][CH2:30][CH:31]1[CH2:32][CH:25]([NH:24][C:18]([C:14]1[CH:15]=[CH:16][CH:17]=[C:11]3[O:10][C:9]([C:6]4[CH:5]=[CH:4][C:3]([N:2]([CH3:21])[CH3:1])=[CH:8][CH:7]=4)=[N:13][C:12]=13)=[O:19])[CH2:26]2. (2) The product is: [Br:1][C:2]1[CH:25]=[C:24]([Cl:26])[CH:23]=[CH:22][C:3]=1[O:4][C:5]1[N:9]([CH3:10])[C:8]2[C:11]([CH:17]([CH2:18][CH3:19])[CH2:20][CH3:21])=[CH:12][CH:13]=[C:14]([OH:15])[C:7]=2[N:6]=1. Given the reactants [Br:1][C:2]1[CH:25]=[C:24]([Cl:26])[CH:23]=[CH:22][C:3]=1[O:4][C:5]1[N:9]([CH3:10])[C:8]2[C:11]([CH:17]([CH2:20][CH3:21])[CH2:18][CH3:19])=[CH:12][CH:13]=[C:14]([O:15]C)[C:7]=2[N:6]=1.B(Br)(Br)Br, predict the reaction product. (3) Given the reactants C(Cl)(=O)C(Cl)=O.[CH3:7][C:8]1[CH:9]=[C:10]([CH:14]=[CH:15][C:16]=1[N:17]1[CH2:22][CH2:21][CH2:20][CH2:19][CH2:18]1)[C:11]([OH:13])=O.O[N:24]=[C:25]([C:27]1[CH:32]=[CH:31][CH:30]=[CH:29][C:28]=1[O:33][CH3:34])[NH2:26].CCN(C(C)C)C(C)C, predict the reaction product. The product is: [CH3:34][O:33][C:28]1[CH:29]=[CH:30][CH:31]=[CH:32][C:27]=1[C:25]1[N:24]=[C:11]([C:10]2[CH:14]=[CH:15][C:16]([N:17]3[CH2:22][CH2:21][CH2:20][CH2:19][CH2:18]3)=[C:8]([CH3:7])[CH:9]=2)[O:13][N:26]=1. (4) The product is: [Cl:1][C:2]1[CH:7]=[CH:6][CH:5]=[C:4]([Cl:8])[C:3]=1[C:9]1[N:13]([CH2:29][CH3:30])[C:12](=[O:14])[N:11]([C:15]2[CH:24]=[CH:23][C:18]([C:19]([O:21][CH3:22])=[O:20])=[C:17]([O:25][CH3:26])[CH:16]=2)[N:10]=1. Given the reactants [Cl:1][C:2]1[CH:7]=[CH:6][CH:5]=[C:4]([Cl:8])[C:3]=1[C:9]1[NH:13][C:12](=[O:14])[N:11]([C:15]2[CH:24]=[CH:23][C:18]([C:19]([O:21][CH3:22])=[O:20])=[C:17]([O:25][CH3:26])[CH:16]=2)[N:10]=1.[H-].[Na+].[CH2:29](Br)[CH3:30], predict the reaction product. (5) Given the reactants [CH2:1]([O:8][C:9]1[CH:14]=[CH:13][C:12](Br)=[CH:11][N:10]=1)[C:2]1[CH:7]=[CH:6][CH:5]=[CH:4][CH:3]=1.C([Li])CCC.CN(C)[CH:23]=[O:24].O, predict the reaction product. The product is: [CH2:1]([O:8][C:9]1[N:10]=[CH:11][C:12]([CH:23]=[O:24])=[CH:13][CH:14]=1)[C:2]1[CH:7]=[CH:6][CH:5]=[CH:4][CH:3]=1. (6) The product is: [CH:22]([C:25]1[N:30]=[C:29]([O:31][CH2:2][C:3]2[CH:7]=[C:6]([C:8]3[CH:9]=[CH:10][C:11]([C:14]([F:17])([F:15])[F:16])=[CH:12][CH:13]=3)[S:5][C:4]=2[CH2:18][OH:19])[CH:28]=[C:27]([CH3:32])[N:26]=1)([CH3:24])[CH3:23]. Given the reactants Br[CH2:2][C:3]1[CH:7]=[C:6]([C:8]2[CH:13]=[CH:12][C:11]([C:14]([F:17])([F:16])[F:15])=[CH:10][CH:9]=2)[S:5][C:4]=1[C:18](OC)=[O:19].[CH:22]([C:25]1[N:30]=[C:29]([OH:31])[CH:28]=[C:27]([CH3:32])[N:26]=1)([CH3:24])[CH3:23], predict the reaction product. (7) Given the reactants C[O:2][C:3]1[CH:4]=[C:5]2[C:9](=[CH:10][CH:11]=1)[NH:8][C:7]([CH3:12])=[CH:6]2.B(Br)(Br)Br.O.C(=O)(O)[O-].[Na+], predict the reaction product. The product is: [CH3:12][C:7]1[NH:8][C:9]2[C:5]([CH:6]=1)=[CH:4][C:3]([OH:2])=[CH:11][CH:10]=2. (8) Given the reactants C(O[B:5]1[O:9][C:8]([CH3:11])([CH3:10])[C:7]([CH3:13])([CH3:12])[O:6]1)(C)C.C([Li])CCC.[CH:19]1([CH2:22][O:23][C:24]2[CH:29]=[C:28]([F:30])[CH:27]=[C:26]([F:31])[CH:25]=2)[CH2:21][CH2:20]1, predict the reaction product. The product is: [CH:19]1([CH2:22][O:23][C:24]2[CH:25]=[C:26]([F:31])[C:27]([B:5]3[O:6][C:7]([CH3:12])([CH3:13])[C:8]([CH3:10])([CH3:11])[O:9]3)=[C:28]([F:30])[CH:29]=2)[CH2:20][CH2:21]1. (9) Given the reactants Br[CH2:2][C:3]1[N:7]([CH2:8][CH3:9])[N:6]([CH:10]2[CH2:15][CH2:14][CH2:13][CH2:12][CH2:11]2)[C:5](=[O:16])[C:4]=1[Cl:17].[C:18]1([C:24]2([C:30]#[N:31])[CH2:29][CH2:28][NH:27][CH2:26][CH2:25]2)[CH:23]=[CH:22][CH:21]=[CH:20][CH:19]=1.C(=O)([O-])[O-].[K+].[K+], predict the reaction product. The product is: [Cl:17][C:4]1[C:5](=[O:16])[N:6]([CH:10]2[CH2:15][CH2:14][CH2:13][CH2:12][CH2:11]2)[N:7]([CH2:8][CH3:9])[C:3]=1[CH2:2][N:27]1[CH2:26][CH2:25][C:24]([C:18]2[CH:23]=[CH:22][CH:21]=[CH:20][CH:19]=2)([C:30]#[N:31])[CH2:29][CH2:28]1. (10) Given the reactants [C:1]1([C:7]23[CH2:15][CH2:14][C:11]([CH2:16][C:17]([O:19][CH3:20])=[O:18])([CH2:12][CH2:13]2)[CH2:10][CH2:9][CH2:8]3)[CH:6]=[CH:5][CH:4]=[CH:3][CH:2]=1.[Cl-].[Al+3].[Cl-].[Cl-].[Br:25][C:26]([CH3:31])([CH3:30])[C:27](Br)=[O:28], predict the reaction product. The product is: [Br:25][C:26]([CH3:31])([CH3:30])[C:27]([C:4]1[CH:3]=[CH:2][C:1]([C:7]23[CH2:15][CH2:14][C:11]([CH2:16][C:17]([O:19][CH3:20])=[O:18])([CH2:12][CH2:13]2)[CH2:10][CH2:9][CH2:8]3)=[CH:6][CH:5]=1)=[O:28].